Regression. Given a target protein amino acid sequence and a drug SMILES string, predict the binding affinity score between them. We predict pIC50 (pIC50 = -log10(IC50 in M); higher means more potent). Dataset: bindingdb_ic50. From a dataset of Drug-target binding data from BindingDB using IC50 measurements. (1) The small molecule is Cc1onc(-c2ccccc2)c1-c1ccc(S(N)(=O)=O)cc1. The target protein (P00403) has sequence MAHAAQVGLQDATSPIMEELITFHDHALMIIFLICFLVLYALFLTLTTKLTNTNISDAQEMETVWTILPAIILVLIALPSLRILYMTDEVNDPSLTIKSIGHQWYWTYEYTDYGGLIFNSYMLPPLFLEPGDLRLLDVDNRVVLPIEAPIRMMITSQDVLHSWAVPTLGLKTDAIPGRLNQTTFTATRPGVYYGQCSEICGANHSFMPIVLELIPLKIFEMGPVFTL. The pIC50 is 6.0. (2) The small molecule is CCCCCCC(C)(C)c1cc(OC)c2cc(Cc3ccccc3)c(=O)oc2c1. The target protein (Q14330) has sequence MITLNNQDQPVPFNSSHPDEYKIAALVFYSCIFIIGLFVNITALWVFSCTTKKRTTVTIYMMNVALVDLIFIMTLPFRMFYYAKDEWPFGEYFCQILGALTVFYPSIALWLLAFISADRYMAIVQPKYAKELKNTCKAVLACVGVWIMTLTTTTPLLLLYKDPDKDSTPATCLKISDIIYLKAVNVLNLTRLTFFFLIPLFIMIGCYLVIIHNLLHGRTSKLKPKVKEKSIRIIITLLVQVLVCFMPFHICFAFLMLGTGENSYNPWGAFTTFLMNLSTCLDVILYYIVSKQFQARVISVMLYRNYLRSMRRKSFRSGSLRSLSNINSEML. The pIC50 is 5.0. (3) The compound is CCCCCC=O. The target protein sequence is MDVKNRTAVTEFIFLGFPGSSSLQLPLFMIFLIVYLLSLMGNTLIIFLILMDSTLQTPMYIFLGNLSFLEIWYTTATVPKLLATCVTKVVTIPVAGCITQYYFFFSLGATECILLAVMAYDRHVAVCRPLHYSLLMSVHICLRFAAASWIGGFIAPLLPTILVSQLNFCGPQKINHFFCDSDPIFKLSCSDTFLVEALGYTCTSVVILSSFLLTMSSYGNIVVTIIRLSSREARKKTFSTCASHLTVVTMYYGTIIFAYVRPPAKYNFTIGKVVSVFYCVITPLVNPLTYTLRNKDVMKAFQKFLSQKRFLSGKTMHAV. The pIC50 is 3.9. (4) The pIC50 is 7.4. The small molecule is CCCCCN1C(=O)N(Cc2ccc3[nH]nc(N)c3c2)[C@H](Cc2ccccc2)[C@H](O)[C@@H](O)[C@H]1Cc1ccccc1. The target protein (P05888) has sequence MGARASVLSGGELDRWEKIRLRPGGKKKYKLKHVVWASRELERFAINPGLLETSEGCRQILGQLQPSLQTGSEERKSLYNTVATLYCVHQKIKIKDTKEALEKIEEEQNKSKKKAQQAAADTGNRGNSSQVSQNYPIVQNIQGQMVHQAISPRTLNAWVKVVEEKAFSPEVIPMFSALSEGATPQDLNTMLNTVGGHQAAMQMLKETINEEAAEWDRLHPAHAGPIAPGQMREPRGSDIAGTTSTLQEQIGWMTNNPPIPVGEIYKRWIILGLNKIVRMYSPSSILDIRQGPKEPFRDYVDRFYKTLRAEQASQEVKNWMTETLLVQNANPDCKTILKALGPAATLEEMMTACQGVGGPGHKARVLAEAMSQVTNSATIMMQRGNFRNQRKIIKCFNCGKEGHIAKNCRAPRKRGCWKCGKEGHQMKDCTERQANFLGKIWPSCKGRPGNFPQSRTEPTAPPEESFRFGEETTTPYQKQEKKQETIDKDLYPLASLKSLF....